Dataset: Full USPTO retrosynthesis dataset with 1.9M reactions from patents (1976-2016). Task: Predict the reactants needed to synthesize the given product. Given the product [CH3:13][C:1]1([CH2:4][O:5][C:6]2[N:11]=[CH:10][N:9]=[C:8]([NH2:12])[CH:7]=2)[CH2:2][CH2:3]1, predict the reactants needed to synthesize it. The reactants are: [CH:1]1([CH2:4][O:5][C:6]2[N:11]=[CH:10][N:9]=[C:8]([NH2:12])[CH:7]=2)[CH2:3][CH2:2]1.[CH3:13]C1(CO)CC1.